Dataset: Full USPTO retrosynthesis dataset with 1.9M reactions from patents (1976-2016). Task: Predict the reactants needed to synthesize the given product. (1) Given the product [NH2:1][CH2:4][CH2:5][C:6]1[CH:13]=[CH:12][C:9]([C:10]#[N:11])=[CH:8][CH:7]=1, predict the reactants needed to synthesize it. The reactants are: [N:1]([CH2:4][CH2:5][C:6]1[CH:13]=[CH:12][C:9]([C:10]#[N:11])=[CH:8][CH:7]=1)=[N+]=[N-].N#N. (2) Given the product [NH2:10][C@@H:9]([CH2:8][C:7]1[CH:6]=[CH:5][C:4]([I:3])=[CH:15][CH:14]=1)[CH2:11][OH:12], predict the reactants needed to synthesize it. The reactants are: [BH4-].[Na+].[I:3][C:4]1[CH:15]=[CH:14][C:7]([CH2:8][C@@H:9]([C:11](O)=[O:12])[NH2:10])=[CH:6][CH:5]=1.S(=O)(=O)(O)O.[OH-].[Na+]. (3) Given the product [CH3:22][C:12]1[CH:17]=[CH:16][C:15]([S:18]([OH:11])(=[O:20])=[O:19])=[CH:14][CH:13]=1.[CH:1]12[CH2:10][CH:5]3[CH2:6][CH:7]([CH2:9][CH:3]([CH2:4]3)[CH2:2]1)[CH2:8]2, predict the reactants needed to synthesize it. The reactants are: [C:1]12([OH:11])[CH2:10][CH:5]3[CH2:6][CH:7]([CH2:9][CH:3]([CH2:4]3)[CH2:2]1)[CH2:8]2.[C:12]1([CH3:22])[CH:17]=[CH:16][C:15]([S:18](Cl)(=[O:20])=[O:19])=[CH:14][CH:13]=1.C(N(CC)CC)C. (4) Given the product [CH3:35][C:5]([O:7][C:8]1[CH:9]=[CH:10][C:11]([O:14][CH2:15][CH2:16][C:17]2[N:18]=[C:19]([C:23]3[CH:24]=[CH:25][C:26]([C:29]4[N:34]=[CH:33][CH:32]=[CH:31][N:30]=4)=[CH:27][CH:28]=3)[O:20][C:21]=2[CH3:22])=[CH:12][CH:13]=1)([CH3:6])[C:4]([OH:36])=[O:3], predict the reactants needed to synthesize it. The reactants are: C([O:3][C:4](=[O:36])[C:5]([CH3:35])([O:7][C:8]1[CH:13]=[CH:12][C:11]([O:14][CH2:15][CH2:16][C:17]2[N:18]=[C:19]([C:23]3[CH:28]=[CH:27][C:26]([C:29]4[N:34]=[CH:33][CH:32]=[CH:31][N:30]=4)=[CH:25][CH:24]=3)[O:20][C:21]=2[CH3:22])=[CH:10][CH:9]=1)[CH3:6])C.[OH-].[Na+]. (5) Given the product [CH3:24][O:25][C:26]1[CH:35]=[CH:34][CH:33]=[CH:32][C:27]=1/[CH:28]=[CH:29]/[CH2:30][NH:1][C:2]1[CH:3]=[C:4]([C:8]2[N:13]3[N:14]=[CH:15][C:16]([C:17]([C:19]4[S:20][CH:21]=[CH:22][CH:23]=4)=[O:18])=[C:12]3[N:11]=[CH:10][CH:9]=2)[CH:5]=[CH:6][CH:7]=1, predict the reactants needed to synthesize it. The reactants are: [NH2:1][C:2]1[CH:3]=[C:4]([C:8]2[N:13]3[N:14]=[CH:15][C:16]([C:17]([C:19]4[S:20][CH:21]=[CH:22][CH:23]=4)=[O:18])=[C:12]3[N:11]=[CH:10][CH:9]=2)[CH:5]=[CH:6][CH:7]=1.[CH3:24][O:25][C:26]1[CH:35]=[CH:34][CH:33]=[CH:32][C:27]=1[CH:28]=[CH:29][CH:30]=O. (6) Given the product [Br-:1].[CH:2]1([C:7](=[O:16])[CH2:8][N+:9]2[CH:14]=[CH:13][CH:12]=[CH:11][C:10]=2[CH3:15])[CH2:6][CH2:5][CH2:4][CH2:3]1, predict the reactants needed to synthesize it. The reactants are: [Br-:1].[C:2]1([C:7](=[O:16])[CH2:8][N+:9]2[CH:14]=[CH:13][CH:12]=[CH:11][C:10]=2[CH3:15])[CH2:6][CH2:5][CH2:4][CH:3]=1. (7) The reactants are: [Cl:1][C:2]1[S:17][C:5]2[N:6]=[CH:7][N:8]=[C:9]([NH:10][CH:11]3[CH2:16][CH2:15][NH:14][CH2:13][CH2:12]3)[C:4]=2[CH:3]=1.Br[CH2:19][C:20]1[CH:21]=[C:22]([CH:27]=[CH:28][CH:29]=1)[C:23]([O:25][CH3:26])=[O:24]. Given the product [Cl:1][C:2]1[S:17][C:5]2[N:6]=[CH:7][N:8]=[C:9]([NH:10][CH:11]3[CH2:12][CH2:13][N:14]([CH2:19][C:20]4[CH:21]=[C:22]([CH:27]=[CH:28][CH:29]=4)[C:23]([O:25][CH3:26])=[O:24])[CH2:15][CH2:16]3)[C:4]=2[CH:3]=1, predict the reactants needed to synthesize it. (8) Given the product [CH3:26][O:25][C:24]1[C:3](=[O:2])[C:4]([CH3:31])=[C:5]([CH2:6][C:7]2[CH:15]=[CH:14][C:10]([C:11]([OH:13])=[O:12])=[C:9]([C:16]3[CH:17]=[N:18][CH:19]=[CH:20][CH:21]=3)[CH:8]=2)[C:22](=[O:29])[C:23]=1[O:27][CH3:28], predict the reactants needed to synthesize it. The reactants are: C[O:2][C:3]1[C:4]([CH3:31])=[C:5]([C:22]([O:29]C)=[C:23]([O:27][CH3:28])[C:24]=1[O:25][CH3:26])[CH2:6][C:7]1[CH:15]=[CH:14][C:10]([C:11]([OH:13])=[O:12])=[C:9]([C:16]2[CH:17]=[N:18][CH:19]=[CH:20][CH:21]=2)[CH:8]=1.O=[N+]([O-])[O-].[O-][N+](=O)[O-].[O-][N+](=O)[O-].[O-][N+](=O)[O-].[O-][N+](=O)[O-].[O-][N+](=O)[O-].[Ce+4].[NH4+].[NH4+].C(=O)([O-])O.[Na+]. (9) Given the product [Cl:17][C:18](=[N:8][NH:1][C:2]1[CH:7]=[CH:6][CH:5]=[CH:4][CH:3]=1)[C:19]([O:21][CH2:22][CH3:23])=[O:20], predict the reactants needed to synthesize it. The reactants are: [NH2:1][C:2]1[CH:7]=[CH:6][CH:5]=[CH:4][CH:3]=1.[N:8]([O-])=O.[Na+].C([O-])(=O)C.[Na+].[Cl:17][CH:18](C(C)=O)[C:19]([O:21][CH2:22][CH3:23])=[O:20]. (10) Given the product [CH:35]1[C@H:34]([NH2:33])[C@H:39]([OH:40])[C@@H:38]([OH:41])[C@H:37]([OH:42])[C:36]=1[CH2:43][OH:44], predict the reactants needed to synthesize it. The reactants are: C[C@H]1O[C@H](O[C@H]2[C@H](O)[C@@H](O)[C@@H](O[C@H]3[C@H](O)[C@@H](O)[C@H](O)O[C@@H]3CO)O[C@@H]2CO)[C@H](O)[C@@H](O)[C@@H]1[NH:33][C@@H:34]1[C@H:39]([OH:40])[C@@H:38]([OH:41])[C@H:37]([OH:42])[C:36]([CH2:43][OH:44])=[CH:35]1.C(O)(C(F)(F)F)=O.